From a dataset of Forward reaction prediction with 1.9M reactions from USPTO patents (1976-2016). Predict the product of the given reaction. (1) Given the reactants C([Li])CCC.Br[C:7]1[CH:21]=[CH:20][C:10]([CH2:11][NH:12][C:13]([O:15][C:16]([CH3:19])([CH3:18])[CH3:17])=[O:14])=[CH:9][C:8]=1[F:22].[CH3:23][C:24]([CH3:29])([CH3:28])[CH2:25][CH:26]=[O:27], predict the reaction product. The product is: [C:16]([O:15][C:13]([NH:12][CH2:11][C:10]1[CH:20]=[CH:21][C:7]([CH:26]([OH:27])[CH2:25][C:24]([CH3:29])([CH3:28])[CH3:23])=[C:8]([F:22])[CH:9]=1)=[O:14])([CH3:19])([CH3:18])[CH3:17]. (2) Given the reactants [F:1][C:2]([F:22])([F:21])[C:3]1[CH:8]=[CH:7][C:6]([N:9]2[CH:13]=[N:12][C:11]([C:14]3[CH:20]=[CH:19][C:17]([NH2:18])=[CH:16][CH:15]=3)=[N:10]2)=[CH:5][CH:4]=1.O1CCCC1.[CH:28]([C:31]1[CH:36]=[CH:35][CH:34]=[CH:33][C:32]=1[N:37]=[C:38]=[S:39])([CH3:30])[CH3:29], predict the reaction product. The product is: [CH:28]([C:31]1[CH:36]=[CH:35][CH:34]=[CH:33][C:32]=1[NH:37][C:38]([NH:18][C:17]1[CH:19]=[CH:20][C:14]([C:11]2[N:12]=[CH:13][N:9]([C:6]3[CH:5]=[CH:4][C:3]([C:2]([F:1])([F:21])[F:22])=[CH:8][CH:7]=3)[N:10]=2)=[CH:15][CH:16]=1)=[S:39])([CH3:30])[CH3:29]. (3) Given the reactants Cl.Cl[C:3]1[CH:12]=[C:11]2[C:6]([C:7]([NH:16][C:17]3[CH:22]=[CH:21][CH:20]=[C:19]([O:23][CH3:24])[CH:18]=3)=[C:8]([C:13]([NH2:15])=[O:14])[CH:9]=[N:10]2)=[CH:5][C:4]=1[I:25].[SH:26][C:27]1[CH:28]=[C:29]([CH:35]=[CH:36][CH:37]=1)[C:30]([N:32]([CH3:34])[CH3:33])=[O:31].C(=O)([O-])[O-].[K+].[K+], predict the reaction product. The product is: [CH3:33][N:32]([CH3:34])[C:30]([C:29]1[CH:28]=[C:27]([S:26][C:3]2[CH:12]=[C:11]3[C:6]([C:7]([NH:16][C:17]4[CH:22]=[CH:21][CH:20]=[C:19]([O:23][CH3:24])[CH:18]=4)=[C:8]([C:13]([NH2:15])=[O:14])[CH:9]=[N:10]3)=[CH:5][C:4]=2[I:25])[CH:37]=[CH:36][CH:35]=1)=[O:31]. (4) Given the reactants [CH3:1][O:2][C:3]1[N:8]=[CH:7][N:6]=[C:5]([CH2:9][N:10]2[C:18]3[C:13](=[N:14][CH:15]=[C:16]([CH3:19])[CH:17]=3)[C:12]([C:20]([OH:22])=O)=[CH:11]2)[C:4]=1[CH3:23].C(N(CC)CC)C.CCCP1(OP(CCC)(=O)OP(CCC)(=O)O1)=O.[F:49][C@H:50]([CH3:53])[CH2:51][NH2:52], predict the reaction product. The product is: [F:49][C@@H:50]([CH3:53])[CH2:51][NH:52][C:20]([C:12]1[C:13]2=[N:14][CH:15]=[C:16]([CH3:19])[CH:17]=[C:18]2[N:10]([CH2:9][C:5]2[C:4]([CH3:23])=[C:3]([O:2][CH3:1])[N:8]=[CH:7][N:6]=2)[CH:11]=1)=[O:22]. (5) Given the reactants [CH3:1][O:2][C:3]1[CH:12]=[C:11]2[C:6]([CH:7]=[CH:8][C:9]([OH:32])=[C:10]2[C:13]2[C:22]3[C:17](=[CH:18][CH:19]=[CH:20][CH:21]=3)[C:16]([O:23][C@@H:24]([C:26]3[CH:31]=[CH:30][CH:29]=[CH:28][CH:27]=3)[CH3:25])=[N:15][N:14]=2)=[CH:5][CH:4]=1.C(N(C(C)C)CC)(C)C.[F:42][C:43]([F:58])([S:54](F)(=[O:56])=[O:55])[C:44]([F:53])([F:52])[C:45]([F:51])([F:50])[C:46]([F:49])([F:48])[F:47], predict the reaction product. The product is: [CH3:1][O:2][C:3]1[CH:12]=[C:11]2[C:6]([CH:7]=[CH:8][C:9]([O:32][S:54]([C:43]([F:42])([F:58])[C:44]([F:52])([F:53])[C:45]([F:50])([F:51])[C:46]([F:49])([F:48])[F:47])(=[O:56])=[O:55])=[C:10]2[C:13]2[C:22]3[C:17](=[CH:18][CH:19]=[CH:20][CH:21]=3)[C:16]([O:23][C@@H:24]([C:26]3[CH:31]=[CH:30][CH:29]=[CH:28][CH:27]=3)[CH3:25])=[N:15][N:14]=2)=[CH:5][CH:4]=1. (6) Given the reactants CS([O:5][C@H:6]1[CH2:11][CH2:10][C@@H:9]([CH3:12])[N:8]([C:13](=[O:25])[C:14]2[CH:19]=[CH:18][CH:17]=[CH:16][C:15]=2[N:20]2[N:24]=[CH:23][CH:22]=[N:21]2)[CH2:7]1)(=O)=O.[CH:26]([O:29][C:30]1[CH:35]=[CH:34][N:33]=[C:32](O)[CH:31]=1)([CH3:28])[CH3:27].C(=O)([O-])[O-].[Cs+].[Cs+], predict the reaction product. The product is: [CH3:27][CH:26]([O:29][C:30]1[CH:35]=[CH:34][N:33]=[C:32]([O:5][C@@H:6]2[CH2:11][CH2:10][C@@H:9]([CH3:12])[N:8]([C:13]([C:14]3[CH:19]=[CH:18][CH:17]=[CH:16][C:15]=3[N:20]3[N:24]=[CH:23][CH:22]=[N:21]3)=[O:25])[CH2:7]2)[CH:31]=1)[CH3:28].